Dataset: Forward reaction prediction with 1.9M reactions from USPTO patents (1976-2016). Task: Predict the product of the given reaction. (1) Given the reactants [NH:1]1[C:9]2[C:4](=[CH:5][CH:6]=[CH:7][CH:8]=2)[C:3](/[CH:10]=[CH:11]/[C:12]2[CH:17]=[CH:16][CH:15]=[CH:14][C:13]=2[NH:18][C:19](=[O:29])[C:20]2[CH:25]=[CH:24][CH:23]=[C:22]([N+:26]([O-])=O)[CH:21]=2)=[N:2]1.[Cl-].[NH4+].C(O)C, predict the reaction product. The product is: [NH2:26][C:22]1[CH:21]=[C:20]([CH:25]=[CH:24][CH:23]=1)[C:19]([NH:18][C:13]1[CH:14]=[CH:15][CH:16]=[CH:17][C:12]=1/[CH:11]=[CH:10]/[C:3]1[C:4]2[C:9](=[CH:8][CH:7]=[CH:6][CH:5]=2)[NH:1][N:2]=1)=[O:29]. (2) Given the reactants [C:1]([O:5][C:6](=[O:12])[NH:7][CH:8]1[CH2:11][NH:10][CH2:9]1)([CH3:4])([CH3:3])[CH3:2].C(N(CC)CC)C.Cl[C:21]([O:23][CH2:24][CH2:25][CH2:26][CH3:27])=[O:22], predict the reaction product. The product is: [CH2:24]([O:23][C:21]([N:10]1[CH2:11][CH:8]([NH:7][C:6]([O:5][C:1]([CH3:4])([CH3:2])[CH3:3])=[O:12])[CH2:9]1)=[O:22])[CH2:25][CH2:26][CH3:27].